Dataset: Forward reaction prediction with 1.9M reactions from USPTO patents (1976-2016). Task: Predict the product of the given reaction. Given the reactants [N+:1]([C:4]1[S:8][C:7]([S:9]([N:12]2[CH2:17][CH2:16][NH:15][C@@H:14]([CH2:18][N:19]3[CH2:24][CH2:23][O:22][CH2:21][C@@H:20]3[CH3:25])[CH2:13]2)(=[O:11])=[O:10])=[CH:6][CH:5]=1)([O-:3])=[O:2].ClC1N=[CH:31][C:30]([C:33]([OH:42])([C:38]([F:41])([F:40])[F:39])[C:34]([F:37])([F:36])[F:35])=[CH:29]N=1.CCN(C(C)C)[CH:46]([CH3:48])[CH3:47], predict the reaction product. The product is: [N+:1]([C:4]1[S:8][C:7]([S:9]([N:12]2[CH2:17][CH2:16][N:15]([C:46]3[CH:48]=[CH:31][C:30]([C:33]([OH:42])([C:38]([F:41])([F:40])[F:39])[C:34]([F:37])([F:36])[F:35])=[CH:29][CH:47]=3)[C@@H:14]([CH2:18][N:19]3[CH2:24][CH2:23][O:22][CH2:21][C@@H:20]3[CH3:25])[CH2:13]2)(=[O:10])=[O:11])=[CH:6][CH:5]=1)([O-:3])=[O:2].